Task: Predict the reactants needed to synthesize the given product.. Dataset: Full USPTO retrosynthesis dataset with 1.9M reactions from patents (1976-2016) (1) Given the product [NH2:35][C:36]1([C:40]2[CH:41]=[CH:42][C:43]([C:46]3[C:47]([C:60]4[CH:61]=[CH:62][CH:63]=[CH:64][CH:65]=4)=[CH:48][C:49]4[N:54]5[C:55](=[O:58])[NH:56][N:57]=[C:53]5[CH2:52][O:51][C:50]=4[N:59]=3)=[CH:44][CH:45]=2)[CH2:39][CH2:38][CH2:37]1, predict the reactants needed to synthesize it. The reactants are: NC1(C2C=CC(C3C(C4C=CC=CC=4)=CC4C(=O)CCCC=4N=3)=CC=2)CCC1.C(OC(=O)[NH:35][C:36]1([C:40]2[CH:45]=[CH:44][C:43]([C:46]3[C:47]([C:60]4[CH:65]=[CH:64][CH:63]=[CH:62][CH:61]=4)=[CH:48][C:49]4[N:54]5[C:55](=[O:58])[NH:56][N:57]=[C:53]5[CH2:52][O:51][C:50]=4[N:59]=3)=[CH:42][CH:41]=2)[CH2:39][CH2:38][CH2:37]1)(C)(C)C. (2) Given the product [CH2:1]([N:4]1[CH2:10][CH2:9][C:8]2[CH:11]=[CH:12][C:13]([CH2:15][OH:16])=[CH:14][C:7]=2[CH2:6][CH2:5]1)[CH2:2][CH3:3], predict the reactants needed to synthesize it. The reactants are: [CH2:1]([N:4]1[CH2:10][CH2:9][C:8]2[CH:11]=[CH:12][C:13]([C:15](OC)=[O:16])=[CH:14][C:7]=2[CH2:6][CH2:5]1)[CH2:2][CH3:3].[H-].[Al+3].[Li+].[H-].[H-].[H-]. (3) Given the product [Br:1][C:2]1[C:3]([CH3:19])=[N:4][N:5]([CH2:14][CH2:15][C:16](=[O:18])[CH3:17])[C:6]=1[C:7]1[CH:8]=[CH:9][C:10]([F:13])=[CH:11][CH:12]=1, predict the reactants needed to synthesize it. The reactants are: [Br:1][C:2]1[C:3]([CH3:19])=[N:4][N:5]([CH2:14][CH2:15][CH:16]([OH:18])[CH3:17])[C:6]=1[C:7]1[CH:12]=[CH:11][C:10]([F:13])=[CH:9][CH:8]=1.CC(OI1(OC(C)=O)(OC(C)=O)OC(=O)C2C=CC=CC1=2)=O.C(OCC)(=O)C.O.O.O.O.O.S([O-])([O-])(=O)=S.[Na+].[Na+]. (4) Given the product [CH2:25]([O:24][C:22]([C:19]1[S:18][C:17]([N:7]2[CH2:6][C:5]3[CH2:1][N:2]([C:9]([O:11][C:12]([CH3:15])([CH3:14])[CH3:13])=[O:10])[CH2:3][C:4]=3[CH2:8]2)=[N:21][CH:20]=1)=[O:23])[CH3:26], predict the reactants needed to synthesize it. The reactants are: [CH2:1]1[C:5]2[CH2:6][NH:7][CH2:8][C:4]=2[CH2:3][N:2]1[C:9]([O:11][C:12]([CH3:15])([CH3:14])[CH3:13])=[O:10].Br[C:17]1[S:18][C:19]([C:22]([O:24][CH2:25][CH3:26])=[O:23])=[CH:20][N:21]=1.C(N(CC)CC)C. (5) Given the product [CH2:13]([O:14][C:15](=[O:16])[CH2:17][N:10]([CH2:9][CH2:8][NH:7][C:6]([O:5][C:1]([CH3:4])([CH3:2])[CH3:3])=[O:11])[CH2:32][C:31]([O:34][CH2:35][CH3:36])=[O:33])[CH3:12], predict the reactants needed to synthesize it. The reactants are: [C:1]([O:5][C:6](=[O:11])[NH:7][CH2:8][CH2:9][NH2:10])([CH3:4])([CH3:3])[CH3:2].[CH3:12][CH2:13][O:14][C:15]([CH2:17]Br)=[O:16].C([O-])(O)=O.[Na+].C1(C)C=CC=CC=1.[C:31]([O:34][CH2:35][CH3:36])(=[O:33])[CH3:32]. (6) Given the product [CH2:18]([O:19][C:20]([C:22]1[CH:15]=[C:14]([C:10]2[CH:11]=[CH:12][CH:13]=[C:8]([NH:7][C:6]([O:5][C:1]([CH3:4])([CH3:3])[CH3:2])=[O:16])[CH:9]=2)[O:24][N:23]=1)=[O:21])[CH3:17], predict the reactants needed to synthesize it. The reactants are: [C:1]([O:5][C:6](=[O:16])[NH:7][C:8]1[CH:13]=[CH:12][CH:11]=[C:10]([C:14]#[CH:15])[CH:9]=1)([CH3:4])([CH3:3])[CH3:2].[CH3:17][CH2:18][O:19][C:20](/[C:22](/Cl)=[N:23]\[OH:24])=[O:21].C(N(CC)CC)C. (7) Given the product [CH3:1][C:2]1[CH:7]=[CH:6][C:5]([CH3:8])=[CH:4][C:3]=1[NH:9][C:10]1[N:15]2[N:16]=[CH:17][C:18]([C:19]([NH:44][S:41]([CH2:39][CH3:40])(=[O:43])=[O:42])=[O:20])=[C:14]2[N:13]=[CH:12][C:11]=1[C:22]([N:24]1[CH2:25][CH2:26][C:27]2([C:33]3[CH:34]=[CH:35][CH:36]=[C:37]([F:38])[C:32]=3[O:31][CH2:30]2)[CH2:28][CH2:29]1)=[O:23], predict the reactants needed to synthesize it. The reactants are: [CH3:1][C:2]1[CH:7]=[CH:6][C:5]([CH3:8])=[CH:4][C:3]=1[NH:9][C:10]1[N:15]2[N:16]=[CH:17][C:18]([C:19](O)=[O:20])=[C:14]2[N:13]=[CH:12][C:11]=1[C:22]([N:24]1[CH2:29][CH2:28][C:27]2([C:33]3[CH:34]=[CH:35][CH:36]=[C:37]([F:38])[C:32]=3[O:31][CH2:30]2)[CH2:26][CH2:25]1)=[O:23].[CH2:39]([S:41]([NH2:44])(=[O:43])=[O:42])[CH3:40].